The task is: Predict the product of the given reaction.. This data is from Forward reaction prediction with 1.9M reactions from USPTO patents (1976-2016). (1) The product is: [Br:1][C:2]1[CH:7]=[CH:6][CH:5]=[C:4]([O:16][C:10]2[CH:15]=[CH:14][CH:13]=[CH:12][CH:11]=2)[C:3]=1[Cl:9]. Given the reactants [Br:1][C:2]1[CH:7]=[CH:6][CH:5]=[C:4](F)[C:3]=1[Cl:9].[C:10]1([OH:16])[CH:15]=[CH:14][CH:13]=[CH:12][CH:11]=1.C(=O)([O-])[O-].[K+].[K+], predict the reaction product. (2) Given the reactants [N+:1]([C:4]1[CH:9]=[CH:8][C:7]([N:10]2[CH2:15][CH2:14][NH:13][CH2:12][CH2:11]2)=[CH:6][CH:5]=1)([O-:3])=[O:2].[CH3:16][C@H:17]1[CH2:19][O:18]1, predict the reaction product. The product is: [N+:1]([C:4]1[CH:5]=[CH:6][C:7]([N:10]2[CH2:15][CH2:14][N:13]([CH2:16][C@@H:17]([OH:18])[CH3:19])[CH2:12][CH2:11]2)=[CH:8][CH:9]=1)([O-:3])=[O:2]. (3) Given the reactants Cl[C:2]1[N:12]=[CH:11][CH:10]=[CH:9][C:3]=1[C:4]([O:6][CH2:7][CH3:8])=[O:5].[NH2:13][NH2:14], predict the reaction product. The product is: [CH2:7]([O:6][C:4](=[O:5])[C:3]1[CH:9]=[CH:10][CH:11]=[N:12][C:2]=1[NH:13][NH2:14])[CH3:8].